From a dataset of Forward reaction prediction with 1.9M reactions from USPTO patents (1976-2016). Predict the product of the given reaction. Given the reactants Br[C:2]1[CH:8]=[CH:7][CH:6]=[CH:5][C:3]=1[NH2:4].[CH:9]1[C:18]2[C:13](=[CH:14][CH:15]=[CH:16][CH:17]=2)[CH:12]=[CH:11][C:10]=1[C:19](Cl)=[O:20], predict the reaction product. The product is: [CH2:8]([N:4]1[C:19](=[O:20])[C:10]2[C:9](=[C:18]3[CH:17]=[CH:16][CH:15]=[CH:14][C:13]3=[CH:12][CH:11]=2)[C:2]2[CH:8]=[CH:7][CH:6]=[CH:5][C:3]1=2)[CH2:2][CH2:3][CH3:5].